From a dataset of Catalyst prediction with 721,799 reactions and 888 catalyst types from USPTO. Predict which catalyst facilitates the given reaction. (1) Reactant: [Cl:1][C:2]1[CH:33]=[CH:32][CH:31]=[C:30]([C:34]([F:37])([F:36])[F:35])[C:3]=1[C:4]([N:6]1[C:14]2[C:9](=[CH:10][CH:11]=[C:12]([C:15]3[O:16][C:17]([CH3:20])=[CH:18][N:19]=3)[CH:13]=2)[C:8]([C:21]2[CH:29]=[CH:28][C:24]([C:25]([OH:27])=[O:26])=[CH:23][CH:22]=2)=[N:7]1)=[O:5].[OH-].[Na+:39]. Product: [Cl:1][C:2]1[CH:33]=[CH:32][CH:31]=[C:30]([C:34]([F:37])([F:35])[F:36])[C:3]=1[C:4]([N:6]1[C:14]2[C:9](=[CH:10][CH:11]=[C:12]([C:15]3[O:16][C:17]([CH3:20])=[CH:18][N:19]=3)[CH:13]=2)[C:8]([C:21]2[CH:22]=[CH:23][C:24]([C:25]([O-:27])=[O:26])=[CH:28][CH:29]=2)=[N:7]1)=[O:5].[Na+:39]. The catalyst class is: 6. (2) Reactant: [Br:1][CH2:2][C:3]([C:5]1[C:10]([Cl:11])=[CH:9][C:8]([Cl:12])=[CH:7][N:6]=1)=[O:4].[N:13]12[CH2:22][N:17]3[CH2:18][N:19]([CH2:21][N:15]([CH2:16]3)[CH2:14]1)[CH2:20]2. Product: [Br-:1].[Cl:11][C:10]1[C:5]([C:3](=[O:4])[CH2:2][N+:13]23[CH2:22][N:17]4[CH2:18][N:19]([CH2:21][N:15]([CH2:16]4)[CH2:14]2)[CH2:20]3)=[N:6][CH:7]=[C:8]([Cl:12])[CH:9]=1. The catalyst class is: 22.